Task: Predict the reactants needed to synthesize the given product.. Dataset: Full USPTO retrosynthesis dataset with 1.9M reactions from patents (1976-2016) (1) Given the product [NH2:1][CH:2]([CH2:6][CH:7]([CH:9]1[CH2:14][CH2:13][CH2:12][CH2:11]1)[OH:8])[C:3]([OH:5])=[O:4], predict the reactants needed to synthesize it. The reactants are: [NH2:1][CH:2]([CH2:6][CH:7]([CH:9]1[CH2:14][CH2:13][CH2:12][CH2:11]C1)[OH:8])[C:3]([OH:5])=[O:4].C1(C2ON=C(C(O)=O)C=2)CCCC1.C(O)(=O)C.[H][H]. (2) Given the product [NH2:1][C:2]1[C:7]([NH2:8])=[CH:6][N:5]=[C:4]([N:11]2[CH2:16][CH2:15][C@H:14]([CH3:17])[C@H:13]([C:18]([N:20]3[CH2:24][CH2:23][CH2:22][CH2:21]3)=[O:19])[CH2:12]2)[N:3]=1, predict the reactants needed to synthesize it. The reactants are: [NH2:1][C:2]1[C:7]([N+:8]([O-])=O)=[CH:6][N:5]=[C:4]([N:11]2[CH2:16][CH2:15][C@H:14]([CH3:17])[C@H:13]([C:18]([N:20]3[CH2:24][CH2:23][CH2:22][CH2:21]3)=[O:19])[CH2:12]2)[N:3]=1.[H][H]. (3) Given the product [Cl:8][C:9]1[CH:14]=[C:13]([CH3:15])[CH:12]=[CH:11][C:10]=1[C:16]1[C:21]2[N:22]([CH2:29][CH3:30])/[C:23](=[CH:25]/[C:26](=[O:28])[CH3:27])/[S:24][C:20]=2[CH:19]=[CH:18][C:17]=1[OH:31], predict the reactants needed to synthesize it. The reactants are: B(Br)(Br)Br.ClCCl.[Cl:8][C:9]1[CH:14]=[C:13]([CH3:15])[CH:12]=[CH:11][C:10]=1[C:16]1[C:21]2[N:22]([CH2:29][CH3:30])/[C:23](=[CH:25]/[C:26](=[O:28])[CH3:27])/[S:24][C:20]=2[CH:19]=[CH:18][C:17]=1[O:31]C. (4) Given the product [OH:25][C:24]1[CH:28]=[C:29]([NH:32][S:33]([C:36]2[CH:41]=[CH:40][C:39]([I:42])=[CH:38][CH:37]=2)(=[O:35])=[O:34])[CH:30]=[CH:31][C:23]=1[O:22][CH3:27], predict the reactants needed to synthesize it. The reactants are: NC1C=CC(OC)=C(O)C=1.IC1C=CC(S(Cl)(=O)=O)=CC=1.[O:22]1[CH2:27]C[O:25][C:24]2[CH:28]=[C:29]([NH:32][S:33]([C:36]3[CH:41]=[CH:40][C:39]([I:42])=[CH:38][CH:37]=3)(=[O:35])=[O:34])[CH:30]=[CH:31][C:23]1=2.